From a dataset of Reaction yield outcomes from USPTO patents with 853,638 reactions. Predict the reaction yield, written as a fraction of the theoretical maximum amount of product (1.0 means a 100% yield; for example, 0.34 means a 34% yield). (1) The reactants are C([C:8]([NH2:12])([OH:11])[CH2:9][CH3:10])(OC(C)(C)C)=O.[OH:13][C:14]([CH2:16][C:17]1[CH:28]=[CH:27][C:20]([C:21]2[CH:26]=[CH:25][CH:24]=[CH:23][CH:22]=2)=[CH:19][CH:18]=1)=[O:15].[ClH:29].C(OCC)(=O)C.C(OCC)C. The catalyst is ClCCl. The product is [NH2:12][CH:8]([OH:11])[CH2:9][CH3:10].[ClH:29].[OH:15][C:14]([CH2:16][C:17]1[CH:28]=[CH:27][C:20]([C:21]2[CH:26]=[CH:25][CH:24]=[CH:23][CH:22]=2)=[CH:19][CH:18]=1)=[O:13]. The yield is 0.990. (2) The reactants are Br[C:2]1[C:3]([NH2:14])=[N:4][CH:5]=[C:6]([C:8]2[CH:13]=[CH:12][CH:11]=[CH:10][CH:9]=2)[N:7]=1.C(N(CC)CC)C. The catalyst is C(OCC)(=O)C.[OH-].[OH-].[Pd+2]. The product is [NH2:14][C:3]1[CH:2]=[N:7][C:6]([C:8]2[CH:13]=[CH:12][CH:11]=[CH:10][CH:9]=2)=[CH:5][N:4]=1. The yield is 0.750. (3) The reactants are I[C:2]1[CH:11]=[CH:10][CH:9]=[C:8]2[C:3]=1[CH:4]=[CH:5][C:6]([NH:12][CH2:13][C:14]1[O:15][C:16]([CH3:19])=[CH:17][CH:18]=1)=[N:7]2.O.[CH3:21][N:22](C)C=O. The catalyst is [C-]#N.[Zn+2].[C-]#N.[Pd].C1(P(C2C=CC=CC=2)C2C=CC=CC=2)C=CC=CC=1.C1(P(C2C=CC=CC=2)C2C=CC=CC=2)C=CC=CC=1.C1(P(C2C=CC=CC=2)C2C=CC=CC=2)C=CC=CC=1.C1(P(C2C=CC=CC=2)C2C=CC=CC=2)C=CC=CC=1. The product is [CH3:19][C:16]1[O:15][C:14]([CH2:13][NH:12][C:6]2[CH:5]=[CH:4][C:3]3[C:2]([C:21]#[N:22])=[CH:11][CH:10]=[CH:9][C:8]=3[N:7]=2)=[CH:18][CH:17]=1. The yield is 0.910. (4) The reactants are C([O:8][C:9]1[CH:14]=[C:13]([O:15]CC2C=CC=CC=2)[C:12]([C:23]([CH3:25])=[CH2:24])=[CH:11][C:10]=1[C:26]([N:28]1[CH2:36][C:35]2[C:30](=[CH:31][CH:32]=[CH:33][C:34]=2[O:37][CH2:38][CH2:39][CH2:40][N:41]2[CH2:46][CH2:45][O:44][CH2:43][CH2:42]2)[CH2:29]1)=[O:27])C1C=CC=CC=1. The catalyst is CO.[Pd]. The product is [OH:8][C:9]1[CH:14]=[C:13]([OH:15])[C:12]([CH:23]([CH3:25])[CH3:24])=[CH:11][C:10]=1[C:26]([N:28]1[CH2:36][C:35]2[C:30](=[CH:31][CH:32]=[CH:33][C:34]=2[O:37][CH2:38][CH2:39][CH2:40][N:41]2[CH2:42][CH2:43][O:44][CH2:45][CH2:46]2)[CH2:29]1)=[O:27]. The yield is 0.0600.